Dataset: Full USPTO retrosynthesis dataset with 1.9M reactions from patents (1976-2016). Task: Predict the reactants needed to synthesize the given product. (1) Given the product [CH3:1][O:2][C:3]1[CH:4]=[C:5]([N:6]2[CH2:7][CH2:8][CH:9]([O:28][C:25]3[CH:24]=[CH:23][C:22]([O:21][C:20]([F:29])([F:30])[F:19])=[CH:27][CH:26]=3)[C:3]2=[O:2])[CH:7]=[CH:8][C:9]=1[O:10][CH2:11][O:12][CH2:13][CH2:14][Si:15]([CH3:17])([CH3:16])[CH3:18], predict the reactants needed to synthesize it. The reactants are: [CH3:1][O:2][C:3]1[CH:4]=[C:5]([CH:7]=[CH:8][C:9]=1[O:10][CH2:11][O:12][CH2:13][CH2:14][Si:15]([CH3:18])([CH3:17])[CH3:16])[NH2:6].[F:19][C:20]([F:30])([F:29])[O:21][C:22]1[CH:27]=[CH:26][C:25]([OH:28])=[CH:24][CH:23]=1. (2) Given the product [CH:6]([OH:7])=[O:5].[C:29]1([N:26]2[C:27](=[O:28])[C:23](=[CH:22][C:11]3[CH:12]=[CH:13][C:14]([O:18][CH2:19][CH2:20][CH3:21])=[C:15]4[C:10]=3[CH2:9][NH:8][CH2:17][CH2:16]4)[C:24](=[O:35])[NH:25]2)[CH:30]=[CH:31][CH:32]=[CH:33][CH:34]=1, predict the reactants needed to synthesize it. The reactants are: C([O:5][C:6]([N:8]1[CH2:17][CH2:16][C:15]2[C:10](=[C:11]([CH:22]=[C:23]3[C:27](=[O:28])[N:26]([C:29]4[CH:34]=[CH:33][CH:32]=[CH:31][CH:30]=4)[NH:25][C:24]3=[O:35])[CH:12]=[CH:13][C:14]=2[O:18][CH2:19][CH2:20][CH3:21])[CH2:9]1)=[O:7])(C)(C)C.Cl.C(OCC)C. (3) Given the product [CH3:12][O:13][C:14]1[CH:15]=[C:16]2[C:21](=[C:22]3[CH2:26][C:25]([CH3:28])([CH3:27])[O:24][C:23]=13)[C:20]([C:29]1[CH:30]=[C:31]([NH:35][C:4]([C:3]3[CH:7]=[CH:8][CH:9]=[CH:10][C:2]=3[C:1]([OH:6])=[O:11])=[O:5])[CH:32]=[CH:33][CH:34]=1)=[N:19][C:18]([CH3:37])([CH3:36])[CH2:17]2, predict the reactants needed to synthesize it. The reactants are: [C:1]1(=[O:11])[O:6][C:4](=[O:5])[C:3]2=[CH:7][CH:8]=[CH:9][CH:10]=[C:2]12.[CH3:12][O:13][C:14]1[CH:15]=[C:16]2[C:21](=[C:22]3[CH2:26][C:25]([CH3:28])([CH3:27])[O:24][C:23]=13)[C:20]([C:29]1[CH:30]=[C:31]([NH2:35])[CH:32]=[CH:33][CH:34]=1)=[N:19][C:18]([CH3:37])([CH3:36])[CH2:17]2.C(OC(C)C)(C)C. (4) The reactants are: [CH3:1][Mg+].[Br-].[CH2:4]([O:11][C:12]1[CH:17]=[CH:16][C:15]([N:18]2[CH:23]=[C:22]([O:24][CH3:25])[C:21](=[O:26])[C:20]([C:27](N(OC)C)=[O:28])=[N:19]2)=[C:14]([F:33])[CH:13]=1)[C:5]1[CH:10]=[CH:9][CH:8]=[CH:7][CH:6]=1. Given the product [C:27]([C:20]1[C:21](=[O:26])[C:22]([O:24][CH3:25])=[CH:23][N:18]([C:15]2[CH:16]=[CH:17][C:12]([O:11][CH2:4][C:5]3[CH:10]=[CH:9][CH:8]=[CH:7][CH:6]=3)=[CH:13][C:14]=2[F:33])[N:19]=1)(=[O:28])[CH3:1], predict the reactants needed to synthesize it.